Dataset: Reaction yield outcomes from USPTO patents with 853,638 reactions. Task: Predict the reaction yield, written as a fraction of the theoretical maximum amount of product (1.0 means a 100% yield; for example, 0.34 means a 34% yield). (1) The reactants are [S:1]1[CH:5]=[CH:4][N:3]2[C:6]3[CH:12]=[C:11]([CH:13]=[O:14])[CH:10]=[CH:9][C:7]=3[N:8]=[C:2]12.[Br-].[Mg+2].[Br-].[N+:18]([C:21]1[CH:39]=[CH:38][C:24]([CH2:25][O:26][C:27]([C:29]2[N:30]3[CH:33]([S:34][CH:35]=2)[CH:32]([Br:36])[C:31]3=[O:37])=[O:28])=[CH:23][CH:22]=1)([O-:20])=[O:19].[C:40](OC(=O)C)(=[O:42])[CH3:41]. The catalyst is C(OCC)(=O)C.C(N(CC)CC)C.C1COCC1.C(#N)C. The product is [C:40]([O:14][CH:13]([C:11]1[CH:10]=[CH:9][C:7]2[N:8]=[C:2]3[S:1][CH:5]=[CH:4][N:3]3[C:6]=2[CH:12]=1)[C:32]1([Br:36])[C:31](=[O:37])[N:30]2[C@@H:33]1[S:34][CH:35]=[C:29]2[C:27]([O:26][CH2:25][C:24]1[CH:38]=[CH:39][C:21]([N+:18]([O-:20])=[O:19])=[CH:22][CH:23]=1)=[O:28])(=[O:42])[CH3:41]. The yield is 0.500. (2) The reactants are C([O:4][C@@H:5]1[C@@H:10]([O:11]C(=O)C)[C@@H:9]([CH2:15][O:16]C(=O)C)[O:8][C@H:7]([O:20][CH2:21][CH2:22][CH2:23][CH2:24][NH:25]C(OCC2C3C=CC=CC=3C3C2=CC=CC=3)=O)[C@H:6]1CC([O-])=O)(=O)C.C[O-:48].[Na+]. The catalyst is CO. The product is [NH2:25][CH2:24][CH2:23][CH2:22][CH2:21][O:20][C@@H:7]1[C@@H:6]([OH:48])[C@@H:5]([OH:4])[C@H:10]([OH:11])[C@@H:9]([CH2:15][OH:16])[O:8]1. The yield is 0.880. (3) The reactants are C(O[C:5]1[CH:6]=[C:7](/[C:15](=[CH:18]/[C:19]2[CH:24]=[CH:23][C:22]([O:25][CH2:26][CH2:27][CH2:28][CH2:29][CH2:30][CH2:31][CH2:32][CH2:33][CH2:34][CH2:35][CH2:36][OH:37])=[C:21]([O:38][CH3:39])[CH:20]=2)/[C:16]#[N:17])[CH:8]=[C:9]([O:11][CH:12]([CH3:14])[CH3:13])[CH:10]=1)(C)C.C(N(CC)CC)C.[C:53](O[C:53](=[O:57])[C:54]([CH3:56])=[CH2:55])(=[O:57])[C:54]([CH3:56])=[CH2:55].C([C:62]1C=C(C)C=[C:64](C(C)(C)C)[C:63]=1[OH:73])(C)(C)C. The catalyst is CN(C)C1C=CN=CC=1.O1CCCC1.CO.O. The product is [C:16](/[C:15](/[C:7]1[CH:6]=[CH:5][C:10]([O:73][CH:63]([CH3:64])[CH3:62])=[C:9]([O:11][CH:12]([CH3:13])[CH3:14])[CH:8]=1)=[CH:18]\[C:19]1[CH:24]=[CH:23][C:22]([O:25][CH2:26][CH2:27][CH2:28][CH2:29][CH2:30][CH2:31][CH2:32][CH2:33][CH2:34][CH2:35][CH2:36][O:37][C:53](=[O:57])[C:54]([CH3:56])=[CH2:55])=[C:21]([O:38][CH3:39])[CH:20]=1)#[N:17]. The yield is 0.423. (4) The reactants are [CH2:1]([O:8][C:9]([NH:11][C:12]([C:20]([O:22][CH2:23][CH3:24])=[O:21])([CH2:16][CH2:17][CH:18]=[CH2:19])[C:13](O)=[O:14])=[O:10])[C:2]1[CH:7]=[CH:6][CH:5]=[CH:4][CH:3]=1.C(N(CC)CC)C.ClC(OCC)=O.[BH4-].[Na+].Cl. The catalyst is O1CCCC1.O.C(OCC)(=O)C. The product is [CH2:1]([O:8][C:9]([NH:11][C:12]([CH2:13][OH:14])([CH2:16][CH2:17][CH:18]=[CH2:19])[C:20]([O:22][CH2:23][CH3:24])=[O:21])=[O:10])[C:2]1[CH:3]=[CH:4][CH:5]=[CH:6][CH:7]=1. The yield is 0.480. (5) The reactants are C([O-])(O)=O.[Na+].Br[C:7]1[CH:8]=[C:9]([CH:12]=[CH:13][C:14]=1[O:15][CH2:16][CH2:17][CH2:18][CH3:19])[CH2:10][NH2:11].[N:20]1[CH:25]=[CH:24][C:23](B(O)O)=[CH:22][CH:21]=1.Cl. The product is [CH2:16]([O:15][C:14]1[CH:13]=[CH:12][C:9]([CH2:10][NH2:11])=[CH:8][C:7]=1[C:23]1[CH:24]=[CH:25][N:20]=[CH:21][CH:22]=1)[CH2:17][CH2:18][CH3:19]. The yield is 1.00. The catalyst is ClCCl.[Pd](Cl)Cl.C1(P(C2C=CC=CC=2)[C-]2C=CC=C2)C=CC=CC=1.[C-]1(P(C2C=CC=CC=2)C2C=CC=CC=2)C=CC=C1.[Fe+2].O.C(O)(C)C. (6) The reactants are [CH2:1]([O:8][C:9](=[O:22])[NH:10][C@H:11]1[CH2:19][C:18]2[C:13](=[CH:14][CH:15]=[C:16]([CH2:20]O)[CH:17]=2)[CH2:12]1)[C:2]1[CH:7]=[CH:6][CH:5]=[CH:4][CH:3]=1.S(Cl)(Cl)=O.C(=O)([O-])[O-].[K+].[K+].[F:33][C:34]([F:43])([F:42])[C:35]1[C:39]([CH2:40][OH:41])=[CH:38][NH:37][N:36]=1. The catalyst is C(Cl)Cl.CN(C=O)C. The product is [OH:41][CH2:40][C:39]1[C:35]([C:34]([F:43])([F:42])[F:33])=[N:36][N:37]([CH2:20][C:16]2[CH:17]=[C:18]3[C:13](=[CH:14][CH:15]=2)[CH2:12][C@@H:11]([NH:10][C:9](=[O:22])[O:8][CH2:1][C:2]2[CH:7]=[CH:6][CH:5]=[CH:4][CH:3]=2)[CH2:19]3)[CH:38]=1. The yield is 0.770. (7) The reactants are [Cl:1][C:2]1[CH:7]=[CH:6][C:5]([C:8]2[CH:12]=[C:11]([OH:13])[N:10]([CH3:14])[N:9]=2)=[C:4]([F:15])[CH:3]=1.[OH-].[Na+].Cl[CH:19]([F:21])[F:20]. The catalyst is O1CCOCC1.O. The product is [Cl:1][C:2]1[CH:7]=[CH:6][C:5]([C:8]2[CH:12]=[C:11]([O:13][CH:19]([F:21])[F:20])[N:10]([CH3:14])[N:9]=2)=[C:4]([F:15])[CH:3]=1. The yield is 0.530.